This data is from Full USPTO retrosynthesis dataset with 1.9M reactions from patents (1976-2016). The task is: Predict the reactants needed to synthesize the given product. (1) Given the product [CH3:2][O:3][C:4](=[O:24])[C:5]([OH:6])=[CH:7][C:8](=[O:9])[N:10]([CH2:13][C:14]1[CH:19]=[CH:18][C:17]([F:20])=[CH:16][C:15]=1[S:21]([CH3:23])=[O:22])[O:11][CH3:12], predict the reactants needed to synthesize it. The reactants are: C[C:2]1(C)[O:6][C:5](=[CH:7][C:8]([N:10]([CH2:13][C:14]2[CH:19]=[CH:18][C:17]([F:20])=[CH:16][C:15]=2[S:21]([CH3:23])=[O:22])[O:11][CH3:12])=[O:9])[C:4](=[O:24])[O:3]1. (2) Given the product [NH2:26][C:14]1[CH:13]=[CH:12][C:11]([O:10][C:8]2[CH:7]=[CH:6][C:5]3[O:1][CH2:2][O:3][C:4]=3[CH:9]=2)=[CH:16][C:15]=1[CH2:17][NH:18][C:19](=[O:25])[O:20][C:21]([CH3:23])([CH3:22])[CH3:24], predict the reactants needed to synthesize it. The reactants are: [O:1]1[C:5]2[CH:6]=[CH:7][C:8]([O:10][C:11]3[CH:12]=[CH:13][C:14]([N+:26]([O-])=O)=[C:15]([CH2:17][NH:18][C:19](=[O:25])[O:20][C:21]([CH3:24])([CH3:23])[CH3:22])[CH:16]=3)=[CH:9][C:4]=2[O:3][CH2:2]1.[Cl-].[NH4+].C(O)C. (3) Given the product [CH2:40]([N:47]1[CH2:51][CH2:50][N:49]([C@@H:52]([C:56]([CH3:58])([CH3:57])[CH3:59])[C:53]([NH:1][C@@H:2]([CH2:33][C:34]2[CH:35]=[CH:36][CH:37]=[CH:38][CH:39]=2)[C@@H:3]([OH:32])[CH2:4][C@H:5]([NH:19][C:20]([C@@H:22]([NH:27][C:28](=[O:31])[O:29][CH3:30])[C:23]([CH3:26])([CH3:25])[CH3:24])=[O:21])[CH2:6][C:7]2[CH:12]=[CH:11][C:10]([C:13]3[CH:18]=[CH:17][CH:16]=[CH:15][N:14]=3)=[CH:9][CH:8]=2)=[O:54])[C:48]1=[O:60])[C:41]1[CH:42]=[CH:43][CH:44]=[CH:45][CH:46]=1, predict the reactants needed to synthesize it. The reactants are: [NH2:1][C@@H:2]([CH2:33][C:34]1[CH:39]=[CH:38][CH:37]=[CH:36][CH:35]=1)[C@@H:3]([OH:32])[CH2:4][C@H:5]([NH:19][C:20]([C@@H:22]([NH:27][C:28](=[O:31])[O:29][CH3:30])[C:23]([CH3:26])([CH3:25])[CH3:24])=[O:21])[CH2:6][C:7]1[CH:12]=[CH:11][C:10]([C:13]2[CH:18]=[CH:17][CH:16]=[CH:15][N:14]=2)=[CH:9][CH:8]=1.[CH2:40]([N:47]1[CH2:51][CH2:50][N:49]([C@@H:52]([C:56]([CH3:59])([CH3:58])[CH3:57])[C:53](O)=[O:54])[C:48]1=[O:60])[C:41]1[CH:46]=[CH:45][CH:44]=[CH:43][CH:42]=1.CCOP(ON1N=NC2C=CC=CC=2C1=O)(OCC)=O.C(N(CC)C(C)C)(C)C.